The task is: Predict which catalyst facilitates the given reaction.. This data is from Catalyst prediction with 721,799 reactions and 888 catalyst types from USPTO. (1) Reactant: C(O[C:6]([N:8]1[CH2:13][CH2:12][C:11](=[C:14]([C:21]2[CH:26]=[CH:25][CH:24]=[CH:23][CH:22]=2)[C:15]2[O:16][C:17]([CH3:20])=[N:18][N:19]=2)[CH2:10][CH2:9]1)=[O:7])(C)(C)C.C(O)(C(F)(F)F)=O.Cl.[CH3:35][O:36][C:37]1[CH:45]=[N:44][C:43]([N:46]2[CH:50]=[C:49]([CH3:51])[N:48]=[N:47]2)=[C:42]2[C:38]=1[C:39]([C:52](=[O:56])C(O)=O)=[CH:40][NH:41]2.C(N(CC)CC)(C)C.C1N(P(Cl)(N2C(=O)OCC2)=O)C(=O)OC1. Product: [C:21]1([C:14](=[C:11]2[CH2:12][CH2:13][N:8]([C:6](=[O:7])[C:52]([C:39]3[C:38]4[C:42](=[C:43]([N:46]5[CH:50]=[C:49]([CH3:51])[N:48]=[N:47]5)[N:44]=[CH:45][C:37]=4[O:36][CH3:35])[NH:41][CH:40]=3)=[O:56])[CH2:9][CH2:10]2)[C:15]2[O:16][C:17]([CH3:20])=[N:18][N:19]=2)[CH:26]=[CH:25][CH:24]=[CH:23][CH:22]=1. The catalyst class is: 2. (2) Reactant: Br[C:2]1[C:3]([C:16]2[CH:21]=[CH:20][CH:19]=[CH:18][CH:17]=2)=[N:4][C:5]2[C:10]([N:11]=1)=[CH:9][C:8]([C:12]([O:14][CH3:15])=[O:13])=[CH:7][CH:6]=2.Cl.[Cl:23][C:24]1[CH:29]=[CH:28][C:27]([CH:30]2[CH2:35][CH2:34][NH:33][CH2:32][CH2:31]2)=[CH:26][CH:25]=1.CCN(C(C)C)C(C)C. Product: [Cl:23][C:24]1[CH:29]=[CH:28][C:27]([CH:30]2[CH2:31][CH2:32][N:33]([C:2]3[C:3]([C:16]4[CH:21]=[CH:20][CH:19]=[CH:18][CH:17]=4)=[N:4][C:5]4[C:10]([N:11]=3)=[CH:9][C:8]([C:12]([O:14][CH3:15])=[O:13])=[CH:7][CH:6]=4)[CH2:34][CH2:35]2)=[CH:26][CH:25]=1. The catalyst class is: 9.